This data is from Full USPTO retrosynthesis dataset with 1.9M reactions from patents (1976-2016). The task is: Predict the reactants needed to synthesize the given product. Given the product [CH:2]([CH:5]1[CH:35]2[C:34]3[C:39]([CH:38]1[CH2:37][CH2:36]2)=[CH:28][CH:23]=[CH:22][C:26]=3[NH:25][C:20]([C:22]1[C:23]([CH:28]([F:29])[F:30])=[N:24][N:25]([CH3:27])[CH:26]=1)=[O:21])([CH3:3])[CH3:1], predict the reactants needed to synthesize it. The reactants are: [CH3:1][C:2]([CH3:5])([O-])[CH3:3].[K+].[F:29][CH:28]([F:30])[C:23]1[C:22]([C:20](OCCO[C:20]([C:22]2[C:23]([CH:28]([F:30])[F:29])=[N:24][N:25]([CH3:27])[CH:26]=2)=[O:21])=[O:21])=[CH:26][N:25]([CH3:27])[N:24]=1.Cl[C:34]1[CH:39]=[CH:38][CH:37]=[CH:36][CH:35]=1.